This data is from Reaction yield outcomes from USPTO patents with 853,638 reactions. The task is: Predict the reaction yield, written as a fraction of the theoretical maximum amount of product (1.0 means a 100% yield; for example, 0.34 means a 34% yield). (1) The reactants are FC(F)(F)S(O[C:7]1[C:12]([CH3:13])=[CH:11][C:10]([C:14]([NH:16][CH2:17][C:18]2[CH:23]=[CH:22][CH:21]=[C:20]([O:24][Si:25]([C:28]([CH3:31])([CH3:30])[CH3:29])([CH3:27])[CH3:26])[CH:19]=2)=[O:15])=[CH:9][C:8]=1[CH3:32])(=O)=O.C1(P(C2C=CC=CC=2)CCCP(C2C=CC=CC=2)C2C=CC=CC=2)C=CC=CC=1.C(N(CC)CC)C.[C]=O.[C:73]([O:76]CC)(=[O:75])C. The catalyst is C(#N)C.O.C([O-])(=O)C.[Pd+2].C([O-])(=O)C. The product is [CH3:13][C:12]1[CH:11]=[C:10]([C:14]([NH:16][CH2:17][C:18]2[CH:23]=[CH:22][CH:21]=[C:20]([O:24][Si:25]([C:28]([CH3:31])([CH3:29])[CH3:30])([CH3:26])[CH3:27])[CH:19]=2)=[O:15])[CH:9]=[C:8]([CH3:32])[C:7]=1[C:73]([OH:76])=[O:75]. The yield is 0.710. (2) The product is [N:44]([CH:2]([C:24]1[CH:29]=[CH:28][CH:27]=[CH:26][CH:25]=1)[C:3]1[CH:4]=[C:5]([CH:21]=[CH:22][CH:23]=1)[O:6][CH2:7][C:8]1[CH:13]=[CH:12][C:11]([C:14]2([C:17]([O:19][CH3:20])=[O:18])[CH2:16][CH2:15]2)=[CH:10][CH:9]=1)=[N+:45]=[N-:46]. The catalyst is C1(C)C=CC=CC=1. The reactants are O[CH:2]([C:24]1[CH:29]=[CH:28][CH:27]=[CH:26][CH:25]=1)[C:3]1[CH:4]=[C:5]([CH:21]=[CH:22][CH:23]=1)[O:6][CH2:7][C:8]1[CH:13]=[CH:12][C:11]([C:14]2([C:17]([O:19][CH3:20])=[O:18])[CH2:16][CH2:15]2)=[CH:10][CH:9]=1.C1(P([N:44]=[N+:45]=[N-:46])(C2C=CC=CC=2)=O)C=CC=CC=1.N12CCCN=C1CCCCC2. The yield is 0.620. (3) The reactants are [F:1][C:2]1[CH:7]=[CH:6][CH:5]=[C:4]([F:8])[C:3]=1[N:9]1[C:14]2[N:15]=[C:16](S(C)=O)[N:17]=[C:18]([C:19]3[CH:20]=[C:21]([CH:28]=[CH:29][C:30]=3[CH3:31])[C:22]([NH:24][CH2:25][CH2:26][CH3:27])=[O:23])[C:13]=2[CH2:12][NH:11][C:10]1=[O:35].[CH3:36][C:37]([NH:40][CH2:41][CH2:42][CH2:43][NH2:44])([CH3:39])[CH3:38]. The catalyst is C(Cl)Cl. The product is [F:1][C:2]1[CH:7]=[CH:6][CH:5]=[C:4]([F:8])[C:3]=1[N:9]1[C:14]2[N:15]=[C:16]([NH:44][CH2:43][CH2:42][CH2:41][NH:40][C:37]([CH3:39])([CH3:38])[CH3:36])[N:17]=[C:18]([C:19]3[CH:20]=[C:21]([CH:28]=[CH:29][C:30]=3[CH3:31])[C:22]([NH:24][CH2:25][CH2:26][CH3:27])=[O:23])[C:13]=2[CH2:12][NH:11][C:10]1=[O:35]. The yield is 0.800. (4) No catalyst specified. The product is [C:1]([O:4][C:5]1[CH:13]=[CH:12][C:11]([Cl:14])=[CH:10][C:6]=1[C:7]([NH:15][C:16]1[CH:24]=[CH:23][CH:22]=[C:18]([C:19](=[O:20])[NH2:21])[CH:17]=1)=[O:9])(=[O:3])[CH3:2]. The reactants are [C:1]([O:4][C:5]1[CH:13]=[CH:12][C:11]([Cl:14])=[CH:10][C:6]=1[C:7]([OH:9])=O)(=[O:3])[CH3:2].[NH2:15][C:16]1[CH:17]=[C:18]([CH:22]=[CH:23][CH:24]=1)[C:19]([NH2:21])=[O:20]. The yield is 0.158. (5) The reactants are [CH2:1]([O:5][C:6]1[CH:11]=[CH:10][C:9]([S:12]([N:15]([CH:17]([C:22]2[CH:27]=[CH:26][C:25]([O:28][CH2:29][CH2:30][CH2:31][NH:32][C:33]([O:35][CH2:36][CH3:37])=[O:34])=[CH:24][CH:23]=2)[C:18]([O:20]C)=[O:19])[CH3:16])(=[O:14])=[O:13])=[CH:8][CH:7]=1)[C:2]#[C:3][CH3:4].[OH-].[Na+]. The catalyst is C1COCC1.CO. The product is [CH2:1]([O:5][C:6]1[CH:7]=[CH:8][C:9]([S:12]([N:15]([CH:17]([C:22]2[CH:23]=[CH:24][C:25]([O:28][CH2:29][CH2:30][CH2:31][NH:32][C:33]([O:35][CH2:36][CH3:37])=[O:34])=[CH:26][CH:27]=2)[C:18]([OH:20])=[O:19])[CH3:16])(=[O:13])=[O:14])=[CH:10][CH:11]=1)[C:2]#[C:3][CH3:4]. The yield is 0.818. (6) The reactants are C(=O)([O-])[O-].[K+].[K+].[Br:7][C:8]1[CH:13]=[CH:12][CH:11]=[CH:10][C:9]=1B(O)O.Br[C:18]1[CH:23]=[C:22]([O:24][CH3:25])[CH:21]=[C:20]([O:26][CH3:27])[CH:19]=1.N#N.C1(P(C2C=CC=CC=2)C2C=CC=CC=2)C=CC=CC=1. The catalyst is C([O-])(=O)C.[Pd+2].C([O-])(=O)C.COCCOC.O. The product is [Br:7][C:8]1[CH:13]=[CH:12][CH:11]=[CH:10][C:9]=1[C:18]1[CH:23]=[C:22]([O:24][CH3:25])[CH:21]=[C:20]([O:26][CH3:27])[CH:19]=1. The yield is 0.480.